Dataset: Full USPTO retrosynthesis dataset with 1.9M reactions from patents (1976-2016). Task: Predict the reactants needed to synthesize the given product. (1) Given the product [OH:11][C@@H:3]1[CH2:4][C:5]2[C:10](=[CH:9][CH:8]=[CH:7][CH:6]=2)[C@H:2]1[NH:1][C:12](=[O:14])[CH3:13], predict the reactants needed to synthesize it. The reactants are: [NH2:1][C@@H:2]1[C:10]2[C:5](=[CH:6][CH:7]=[CH:8][CH:9]=2)[CH2:4][C@@H:3]1[OH:11].[C:12](OC(=O)C)(=[O:14])[CH3:13]. (2) Given the product [CH:12]([C:6]1([C:4]([OH:5])=[O:3])[CH2:7][O:8][CH2:9][O:10][CH2:11]1)=[CH2:13], predict the reactants needed to synthesize it. The reactants are: C([O:3][C:4]([C:6]1([CH:12]=[CH2:13])[CH2:11][O:10][CH2:9][O:8][CH2:7]1)=[O:5])C.O.[OH-].[Li+].